Dataset: Forward reaction prediction with 1.9M reactions from USPTO patents (1976-2016). Task: Predict the product of the given reaction. (1) Given the reactants [NH:1]1[C:5]2[CH:6]=[CH:7][CH:8]=[CH:9][C:4]=2[N:3]=[C:2]1[C:10]1[C:18]2[C:13](=[CH:14][CH:15]=[C:16](Br)[CH:17]=2)[N:12]([CH:20]2[CH2:25][CH2:24][CH2:23][CH2:22][O:21]2)[N:11]=1.[CH3:26][S:27]([C:30]1[CH:31]=[C:32](B(O)O)[CH:33]=[CH:34][CH:35]=1)(=[O:29])=[O:28].C1(P(C2C=CC=CC=2)C2C=CC=CC=2)C=CC=CC=1.C(=O)([O-])[O-].[Na+].[Na+], predict the reaction product. The product is: [NH:1]1[C:5]2[CH:6]=[CH:7][CH:8]=[CH:9][C:4]=2[N:3]=[C:2]1[C:10]1[C:18]2[C:13](=[CH:14][CH:15]=[C:16]([C:34]3[CH:33]=[CH:32][CH:31]=[C:30]([S:27]([CH3:26])(=[O:29])=[O:28])[CH:35]=3)[CH:17]=2)[N:12]([CH:20]2[CH2:25][CH2:24][CH2:23][CH2:22][O:21]2)[N:11]=1. (2) Given the reactants [CH:1]1([CH:7]([NH:10][C:11](=[O:17])[O:12][C:13]([CH3:16])([CH3:15])[CH3:14])[CH2:8]O)[CH2:6][CH2:5][CH2:4][CH2:3][CH2:2]1.[Br:18][C:19]1[C:20](=[O:36])[NH:21][C:22](=[O:35])[N:23]([CH2:26][C:27]2[C:32]([F:33])=[CH:31][CH:30]=[CH:29][C:28]=2[F:34])[C:24]=1[CH3:25].C1(P(C2C=CC=CC=2)C2C=CC=CC=2)C=CC=CC=1.CC(OC(/N=N/C(OC(C)(C)C)=O)=O)(C)C, predict the reaction product. The product is: [Br:18][C:19]1[C:20](=[O:36])[N:21]([CH2:8][C@H:7]([NH:10][C:11]([O:12][C:13]([CH3:16])([CH3:15])[CH3:14])=[O:17])[CH:1]2[CH2:6][CH2:5][CH2:4][CH2:3][CH2:2]2)[C:22](=[O:35])[N:23]([CH2:26][C:27]2[C:28]([F:34])=[CH:29][CH:30]=[CH:31][C:32]=2[F:33])[C:24]=1[CH3:25]. (3) Given the reactants [CH3:1][O:2][C:3]1[CH:8]=[CH:7][C:6]([OH:9])=[CH:5][CH:4]=1.[CH2:10]([O:12][C:13](=[O:17])[C:14]#[C:15][CH3:16])[CH3:11].N12CCCN=C1CCCCC2, predict the reaction product. The product is: [CH2:10]([O:12][C:13](=[O:17])[CH:14]=[C:15]([O:9][C:6]1[CH:7]=[CH:8][C:3]([O:2][CH3:1])=[CH:4][CH:5]=1)[CH3:16])[CH3:11]. (4) Given the reactants [OH:1][C:2]1[C:9]([O:10]C)=[CH:8][C:5]([C:6]#[N:7])=[C:4]([C:12]2[CH:16]=[CH:15][S:14][CH:13]=2)[C:3]=1[C:17]#[N:18].S1C=CC(B(O)O)=C1.BrC1C(C#N)=C(O)C(OC)=CC=1C#N, predict the reaction product. The product is: [OH:1][C:2]1[C:9]([OH:10])=[CH:8][C:5]([C:6]#[N:7])=[C:4]([C:12]2[CH:16]=[CH:15][S:14][CH:13]=2)[C:3]=1[C:17]#[N:18]. (5) The product is: [C:16]1([C:2]2[C:3]([N+:13]([O-:15])=[O:14])=[N:4][N:5]([CH:7]3[CH2:12][CH2:11][CH2:10][CH2:9][O:8]3)[CH:6]=2)[CH2:21][CH2:20][CH2:19][CH2:18][CH:17]=1. Given the reactants Br[C:2]1[C:3]([N+:13]([O-:15])=[O:14])=[N:4][N:5]([CH:7]2[CH2:12][CH2:11][CH2:10][CH2:9][O:8]2)[CH:6]=1.[C:16]1(B2OC(C)(C)C(C)(C)O2)[CH2:21][CH2:20][CH2:19][CH2:18][CH:17]=1.C(=O)([O-])[O-].[K+].[K+], predict the reaction product. (6) Given the reactants [OH:1][C:2]([C:4]([F:7])([F:6])[F:5])=[O:3].C([N:15]1[CH2:24][CH2:23][C:22]2[C:17](=[N:18][C:19]([N:29]3[CH2:34][CH2:33][CH:32]([O:35][C:36]4[CH:41]=[CH:40][C:39]([O:42][CH3:43])=[CH:38][C:37]=4[F:44])[CH2:31][CH2:30]3)=[C:20]([NH:25][CH:26]([CH3:28])[CH3:27])[N:21]=2)[CH2:16]1)C1C=CC=CC=1, predict the reaction product. The product is: [F:44][C:37]1[CH:38]=[C:39]([O:42][CH3:43])[CH:40]=[CH:41][C:36]=1[O:35][CH:32]1[CH2:31][CH2:30][N:29]([C:19]2[N:18]=[C:17]3[CH2:16][NH:15][CH2:24][CH2:23][C:22]3=[N:21][C:20]=2[NH:25][CH:26]([CH3:28])[CH3:27])[CH2:34][CH2:33]1.[C:2]([OH:3])([C:4]([F:7])([F:6])[F:5])=[O:1].